This data is from Catalyst prediction with 721,799 reactions and 888 catalyst types from USPTO. The task is: Predict which catalyst facilitates the given reaction. (1) Reactant: [Br:1][C:2]1[CH:3]=[C:4]2[C:8](=[CH:9][CH:10]=1)[C:7](=[O:11])[CH2:6][CH2:5]2.[BH4-].[Na+]. Product: [Br:1][C:2]1[CH:3]=[C:4]2[C:8](=[CH:9][CH:10]=1)[CH:7]([OH:11])[CH2:6][CH2:5]2. The catalyst class is: 14. (2) Reactant: C(OC([N:8]1[C:16]2[C:11](=[CH:12][C:13]([NH:17][S:18]([C:21]3[CH:26]=[CH:25][CH:24]=[C:23]([F:27])[CH:22]=3)(=[O:20])=[O:19])=[CH:14][CH:15]=2)[C:10]([C:28]2[CH:33]=[CH:32][CH:31]=[CH:30][CH:29]=2)=[N:9]1)=O)(C)(C)C.I[Si](C)(C)C.N. Product: [F:27][C:23]1[CH:22]=[C:21]([S:18]([NH:17][C:13]2[CH:12]=[C:11]3[C:16](=[CH:15][CH:14]=2)[NH:8][N:9]=[C:10]3[C:28]2[CH:29]=[CH:30][CH:31]=[CH:32][CH:33]=2)(=[O:20])=[O:19])[CH:26]=[CH:25][CH:24]=1. The catalyst class is: 22. (3) Reactant: [OH-].[K+].[C:3]([C:7]1[CH:8]=[C:9]([CH3:12])[CH2:10][CH:11]=1)([CH3:6])([CH3:5])[CH3:4].[CH3:13][C:14]1[CH:28]=[CH:27][C:17]([C:18]([C:20]2[CH:25]=[CH:24][C:23]([CH3:26])=[CH:22][CH:21]=2)=O)=[CH:16][CH:15]=1.Cl. Product: [C:3]([C:7]1[CH:8]=[C:9]([CH3:12])[C:10](=[C:18]([C:20]2[CH:25]=[CH:24][C:23]([CH3:26])=[CH:22][CH:21]=2)[C:17]2[CH:27]=[CH:28][C:14]([CH3:13])=[CH:15][CH:16]=2)[CH:11]=1)([CH3:6])([CH3:5])[CH3:4]. The catalyst class is: 216. (4) Reactant: [C@@H:1]12[O:7][C@@H:6]1[CH2:5][CH2:4][CH2:3][C@@H:2]2[NH:8][C:9](=[O:18])[O:10][CH2:11][C:12]1[CH:17]=[CH:16][CH:15]=[CH:14][CH:13]=1.[CH3:19][C:20]([O-:22])=[O:21].[Na+].C(O)(=O)C.C(=O)(O)[O-].[Na+]. Product: [C:20]([O:22][C@H:6]1[CH2:5][CH2:4][CH2:3][C@H:2]([NH:8][C:9]([O:10][CH2:11][C:12]2[CH:17]=[CH:16][CH:15]=[CH:14][CH:13]=2)=[O:18])[C@@H:1]1[OH:7])(=[O:21])[CH3:19]. The catalyst class is: 6. (5) Reactant: F[C:2]1C=CC(N2C(C(N(OC)C)=O)=CN=C2SCC2C(F)=CC=C(F)C=2F)=C[CH:3]=1.[F:30][C:31]1[CH:36]=[CH:35][C:34]([N:37]2[C:41]([C:42]([OH:44])=[O:43])=[CH:40][N:39]=[C:38]2[S:45][C:46](C2C=CC=CC=2)(C2C=CC=CC=2)[C:47]2C=CC=CC=2)=[CH:33][CH:32]=1.CS(OCC[C:72]1[C:77]([F:78])=[CH:76][CH:75]=[CH:74][C:73]=1[Cl:79])(=O)=O.C(=O)([O-])[O-].[K+].[K+]. Product: [Cl:79][C:73]1[CH:74]=[CH:75][CH:76]=[C:77]([F:78])[C:72]=1[CH2:47][CH2:46][S:45][C:38]1[N:37]([C:34]2[CH:33]=[CH:32][C:31]([F:30])=[CH:36][CH:35]=2)[C:41]([C:42]([O:44][CH2:2][CH3:3])=[O:43])=[CH:40][N:39]=1. The catalyst class is: 3. (6) Reactant: [C:1]([O:5][C:6](=[O:30])[NH:7][C@H:8]([CH2:26][CH:27]([CH3:29])[CH3:28])[C:9]([NH:11][C:12]1[CH:17]=[C:16]([O:18][CH3:19])[C:15]([C:20]2[O:24][CH:23]=[N:22][CH:21]=2)=[CH:14][C:13]=1Br)=[O:10])([CH3:4])([CH3:3])[CH3:2].[C:31]([Cu])#[N:32].[I-].[K+]. Product: [C:1]([O:5][C:6](=[O:30])[NH:7][C@H:8]([CH2:26][CH:27]([CH3:29])[CH3:28])[C:9]([NH:11][C:12]1[CH:17]=[C:16]([O:18][CH3:19])[C:15]([C:20]2[O:24][CH:23]=[N:22][CH:21]=2)=[CH:14][C:13]=1[C:31]#[N:32])=[O:10])([CH3:4])([CH3:3])[CH3:2]. The catalyst class is: 37. (7) Reactant: [OH:1][C:2]1[CH:3]=[C:4]([CH:13]=[C:14]([O:16][C@@H:17]([CH3:21])[CH2:18][O:19][CH3:20])[CH:15]=1)[C:5]([NH:7][C:8]1[S:9][CH:10]=[CH:11][N:12]=1)=[O:6].[CH2:22]([S:24]([C:27]1[CH:32]=[CH:31][C:30](B(O)O)=[CH:29][CH:28]=1)(=[O:26])=[O:25])[CH3:23].C(N(CC)CC)C. Product: [CH2:22]([S:24]([C:27]1[CH:32]=[CH:31][C:30]([O:1][C:2]2[CH:3]=[C:4]([CH:13]=[C:14]([O:16][C@@H:17]([CH3:21])[CH2:18][O:19][CH3:20])[CH:15]=2)[C:5]([NH:7][C:8]2[S:9][CH:10]=[CH:11][N:12]=2)=[O:6])=[CH:29][CH:28]=1)(=[O:25])=[O:26])[CH3:23]. The catalyst class is: 302.